From a dataset of Full USPTO retrosynthesis dataset with 1.9M reactions from patents (1976-2016). Predict the reactants needed to synthesize the given product. (1) The reactants are: [CH3:1][C:2]1[CH:11]=[CH:10][C:9]2[C:4](=[C:5]([OH:12])[CH:6]=[CH:7][CH:8]=2)[N:3]=1.N1C(C)=CC=CC=1C.[F:21][C:22]([F:35])([F:34])[S:23](O[S:23]([C:22]([F:35])([F:34])[F:21])(=[O:25])=[O:24])(=[O:25])=[O:24]. Given the product [F:21][C:22]([F:35])([F:34])[S:23]([O:12][C:5]1[CH:6]=[CH:7][CH:8]=[C:9]2[C:4]=1[N:3]=[C:2]([CH3:1])[CH:11]=[CH:10]2)(=[O:25])=[O:24], predict the reactants needed to synthesize it. (2) Given the product [Br:1][C:2]1[C:3]([Cl:25])=[N:4][C:5]([NH:8][C:9]2[CH:14]=[C:13]([CH3:15])[CH:12]=[C:11]([CH3:16])[CH:10]=2)=[N:6][CH:7]=1, predict the reactants needed to synthesize it. The reactants are: [Br:1][C:2]1[C:3](O)=[N:4][C:5]([NH:8][C:9]2[CH:14]=[C:13]([CH3:15])[CH:12]=[C:11]([CH3:16])[CH:10]=2)=[N:6][CH:7]=1.C([O-])(O)=O.[Na+].P(Cl)(Cl)([Cl:25])=O. (3) Given the product [Cl:44][C:2]([Cl:1])([Cl:45])[CH2:3][O:4][C:5]([C@@H:7]1[CH2:12][CH2:11][CH2:10][N:9]([C:13](=[O:43])[C@@H:14]([NH:35][C:36](=[O:37])[C@@H:75]([NH:74][C:72]([O:71][C:67]([CH3:69])([CH3:68])[CH3:70])=[O:73])[CH:79]([CH3:81])[CH3:80])[C@H:15]([O:17][Si:18]([C:31]([CH3:34])([CH3:32])[CH3:33])([C:19]2[CH:24]=[CH:23][CH:22]=[CH:21][CH:20]=2)[C:25]2[CH:30]=[CH:29][CH:28]=[CH:27][CH:26]=2)[CH3:16])[NH:8]1)=[O:6], predict the reactants needed to synthesize it. The reactants are: [Cl:1][C:2]([Cl:45])([Cl:44])[CH2:3][O:4][C:5]([C@@H:7]1[CH2:12][CH2:11][CH2:10][N:9]([C:13](=[O:43])[C@@H:14]([NH:35][C:36](OC(C)(C)C)=[O:37])[C@H:15]([O:17][Si:18]([C:31]([CH3:34])([CH3:33])[CH3:32])([C:25]2[CH:30]=[CH:29][CH:28]=[CH:27][CH:26]=2)[C:19]2[CH:24]=[CH:23][CH:22]=[CH:21][CH:20]=2)[CH3:16])[NH:8]1)=[O:6].FC(F)(F)S(O[Si](C)(C)C)(=O)=O.C(N(CC)C(C)C)(C)C.[C:67]([O:71][C:72]([NH:74][C@@H:75]([CH:79]([CH3:81])[CH3:80])C(O)=O)=[O:73])([CH3:70])([CH3:69])[CH3:68].C[NH3+].F[P-](F)(F)(F)(F)F.N1(OC(N(C)C)=[N+](C)C)C2N=CC=CC=2N=N1.F[P-](F)(F)(F)(F)F. (4) The reactants are: CC(C)([O-])C.[K+].CS(C)=O.[F:11][C:12]([F:18])([CH:15]([F:17])[F:16])[CH2:13][OH:14].[Br:19][C:20]1[CH:25]=[C:24](F)[CH:23]=[C:22]([F:27])[CH:21]=1. Given the product [Br:19][C:20]1[CH:25]=[C:24]([O:14][CH2:13][C:12]([F:18])([F:11])[CH:15]([F:17])[F:16])[CH:23]=[C:22]([F:27])[CH:21]=1, predict the reactants needed to synthesize it.